The task is: Predict the reactants needed to synthesize the given product.. This data is from Full USPTO retrosynthesis dataset with 1.9M reactions from patents (1976-2016). (1) Given the product [ClH:22].[N:15]12[CH2:16][CH2:17][CH:18]([CH2:19][CH2:20]1)[C:13]([C:8]1[CH:9]=[C:10]3[C:5](=[CH:6][CH:7]=1)[CH:4]=[C:3]([OH:2])[CH:12]=[CH:11]3)=[CH:14]2, predict the reactants needed to synthesize it. The reactants are: C[O:2][C:3]1[CH:4]=[C:5]2[C:10](=[CH:11][CH:12]=1)[CH:9]=[C:8]([C:13]1[CH:18]3[CH2:19][CH2:20][N:15]([CH2:16][CH2:17]3)[CH:14]=1)[CH:7]=[CH:6]2.N.[Cl:22]CCl. (2) Given the product [Cl:49][C:43]1[C:44]2[CH2:45][CH2:46][O:47][C:48]=2[C:40]([CH:10]2[C@H:9]([O:8][CH2:1][C:2]3[CH:7]=[CH:6][CH:5]=[CH:4][CH:3]=3)[C@@H:14]([O:15][CH2:16][C:17]3[CH:22]=[CH:21][CH:20]=[CH:19][CH:18]=3)[C@H:13]([O:23][CH2:24][C:25]3[CH:26]=[CH:27][CH:28]=[CH:29][CH:30]=3)[C@@H:12]([CH2:31][O:32][CH2:33][C:34]3[CH:35]=[CH:36][CH:37]=[CH:38][CH:39]=3)[O:11]2)=[CH:41][C:42]=1[CH2:50][C:63]1[CH:64]=[CH:65][C:60]([O:59][CH3:58])=[CH:61][CH:62]=1, predict the reactants needed to synthesize it. The reactants are: [CH2:1]([O:8][C@@H:9]1[C@@H:14]([O:15][CH2:16][C:17]2[CH:22]=[CH:21][CH:20]=[CH:19][CH:18]=2)[C@H:13]([O:23][CH2:24][C:25]2[CH:30]=[CH:29][CH:28]=[CH:27][CH:26]=2)[C@@H:12]([CH2:31][O:32][CH2:33][C:34]2[CH:39]=[CH:38][CH:37]=[CH:36][CH:35]=2)[O:11][CH:10]1[C:40]1[C:48]2[O:47][CH2:46][CH2:45][C:44]=2[C:43]([Cl:49])=[C:42]([CH2:50]Br)[CH:41]=1)[C:2]1[CH:7]=[CH:6][CH:5]=[CH:4][CH:3]=1.C([O-])([O-])=O.[K+].[K+].[CH3:58][O:59][C:60]1[CH:65]=[CH:64][C:63](B(O)O)=[CH:62][CH:61]=1.